From a dataset of Reaction yield outcomes from USPTO patents with 853,638 reactions. Predict the reaction yield, written as a fraction of the theoretical maximum amount of product (1.0 means a 100% yield; for example, 0.34 means a 34% yield). The reactants are Cl.[Cl:2][C:3]1[CH:4]=[C:5]([C:10]23[CH2:15][CH:14]2[CH2:13][NH:12][CH2:11]3)[CH:6]=[CH:7][C:8]=1[Cl:9].[CH:16](O)=O. The catalyst is C=O.O.[OH-].[Na+]. The product is [Cl:2][C:3]1[CH:4]=[C:5]([C:10]23[CH2:15][CH:14]2[CH2:13][N:12]([CH3:16])[CH2:11]3)[CH:6]=[CH:7][C:8]=1[Cl:9]. The yield is 0.790.